Task: Predict the reactants needed to synthesize the given product.. Dataset: Full USPTO retrosynthesis dataset with 1.9M reactions from patents (1976-2016) (1) Given the product [F:1][C:2]1[CH:9]=[CH:8][C:7]([CH2:10][C:11]2[C:20]3[C:15](=[CH:16][CH:17]=[CH:18][CH:19]=3)[C:14](=[O:21])[NH:13][N:12]=2)=[CH:6][C:3]=1[C:4]([OH:25])=[O:22], predict the reactants needed to synthesize it. The reactants are: [F:1][C:2]1[CH:9]=[CH:8][C:7]([CH2:10][C:11]2[C:20]3[C:15](=[CH:16][CH:17]=[CH:18][CH:19]=3)[C:14](=[O:21])[NH:13][N:12]=2)=[CH:6][C:3]=1[C:4]#N.[OH-:22].[Na+].Cl.[OH2:25]. (2) Given the product [Cl:24][C:19]1[CH:18]=[C:17]([C:4]2[CH:3]=[C:2]([CH2:28][CH2:27][CH2:26][CH2:25][OH:29])[N:6]([C:7]3[CH:16]=[CH:15][C:14]4[C:9](=[CH:10][CH:11]=[CH:12][CH:13]=4)[CH:8]=3)[N:5]=2)[CH:22]=[C:21]([Cl:23])[CH:20]=1, predict the reactants needed to synthesize it. The reactants are: Br[C:2]1[N:6]([C:7]2[CH:16]=[CH:15][C:14]3[C:9](=[CH:10][CH:11]=[CH:12][CH:13]=3)[CH:8]=2)[N:5]=[C:4]([C:17]2[CH:22]=[C:21]([Cl:23])[CH:20]=[C:19]([Cl:24])[CH:18]=2)[CH:3]=1.[CH2:25]([OH:29])[CH2:26][C:27]#[CH:28].C(N(CC)CC)C.ClC1C=C(C2C=C(C#CCCO)NN=2)C=C(Cl)C=1. (3) The reactants are: [C:1]1([C@H:7]([OH:11])[CH2:8][C:9]#[N:10])[CH:6]=[CH:5][CH:4]=[CH:3][CH:2]=1.Cl. Given the product [C:1]1([C@H:7]([OH:11])[CH2:8][CH2:9][NH2:10])[CH:6]=[CH:5][CH:4]=[CH:3][CH:2]=1, predict the reactants needed to synthesize it. (4) Given the product [C:25]([O:11][C:10]([C:2]1[NH:1][C:9]2[C:4]([CH:3]=1)=[CH:5][CH:6]=[CH:7][CH:8]=2)=[O:12])([CH3:28])([CH3:27])[CH3:26], predict the reactants needed to synthesize it. The reactants are: [NH:1]1[C:9]2[C:4](=[CH:5][CH:6]=[CH:7][CH:8]=2)[CH:3]=[C:2]1[C:10]([OH:12])=[O:11].C1N=CN(C(N2C=NC=C2)=O)C=1.[C:25](O)([CH3:28])([CH3:27])[CH3:26]. (5) Given the product [CH3:5][CH2:4][CH:3]([O:6][C@H:7]1[C@H:12]([NH:13][C:14]([CH3:16])=[O:15])[C@@H:11]([NH2:17])[CH2:10][C:9]([C:18]([O:20][CH2:21][CH3:22])=[O:19])=[CH:8]1)[CH2:2][CH3:1].[OH:39][P:38]([OH:41])([OH:40])=[O:37], predict the reactants needed to synthesize it. The reactants are: [CH3:1][CH2:2][CH:3]([O:6][C@H:7]1[C@H:12]([NH:13][C:14]([CH3:16])=[O:15])[C@@H:11]([NH2:17])[CH2:10][C:9]([C:18]([O:20][CH2:21][CH3:22])=[O:19])=[CH:8]1)[CH2:4][CH3:5].C(O)(C(O)=O)C(O)C(O)=O.CC(C)=O.[OH:37][P:38]([OH:41])([OH:40])=[O:39].